Dataset: Full USPTO retrosynthesis dataset with 1.9M reactions from patents (1976-2016). Task: Predict the reactants needed to synthesize the given product. Given the product [Cl:28][C:24]1[CH:23]=[C:22]([C:21]2[C:20]([CH2:23][CH2:22][CH2:27][C:45]3[CH:44]=[CH:20][CH:21]=[CH:16][CH:14]=3)([C:29]([NH2:30])=[O:40])[CH:19]([CH3:41])[N:18]=[C:17]([CH3:42])[C:16]=2[C:14]([N:11]2[CH2:12][CH2:13][NH:8][CH2:9][CH2:10]2)=[O:15])[CH:27]=[CH:26][CH:25]=1, predict the reactants needed to synthesize it. The reactants are: C(OC([N:8]1[CH2:13][CH2:12][N:11]([C:14]([C:16]2[C:17]([CH3:42])=[N:18][C:19]([CH3:41])=[C:20]([C:29](=[O:40])[NH:30]CCCC3C=CC=CC=3)[C:21]=2[C:22]2[CH:27]=[CH:26][CH:25]=[C:24]([Cl:28])[CH:23]=2)=[O:15])[CH2:10][CH2:9]1)=O)(C)(C)C.F[C:44](F)(F)[C:45]([O-])=O.